This data is from Reaction yield outcomes from USPTO patents with 853,638 reactions. The task is: Predict the reaction yield, written as a fraction of the theoretical maximum amount of product (1.0 means a 100% yield; for example, 0.34 means a 34% yield). (1) The reactants are [CH2:1]1[C:5]2([CH2:9][CH2:8][CH2:7][CH2:6]2)[CH:4]=[N:3][N:2]1[C:10](=[N:14][S:15]([C:18]1[CH:23]=[CH:22][C:21]([NH:24]C(=O)C)=[CH:20][CH:19]=1)(=[O:17])=[O:16])[NH:11][CH2:12][CH3:13].Cl. The catalyst is CCO. The product is [NH2:24][C:21]1[CH:20]=[CH:19][C:18]([S:15]([N:14]=[C:10]([N:2]2[N:3]=[CH:4][C:5]3([CH2:9][CH2:8][CH2:7][CH2:6]3)[CH2:1]2)[NH:11][CH2:12][CH3:13])(=[O:17])=[O:16])=[CH:23][CH:22]=1. The yield is 0.550. (2) The reactants are [NH2:1][CH2:2][C:3]([OH:5])=[O:4].C[N+](C)(C)C.[OH-].[C:12](#[N:15])[CH:13]=[CH2:14].Cl. The catalyst is O. The product is [C:12]([CH2:13][CH2:14][NH:1][CH2:2][C:3]([OH:5])=[O:4])#[N:15]. The yield is 0.696. (3) The reactants are CO.[Cl:3][C:4]1[CH:9]=[C:8]([N+:10]([O-])=O)[CH:7]=[C:6]([Cl:13])[C:5]=1[S:14][C:15]1[CH:20]=[CH:19][CH:18]=[C:17]([C:21]([F:24])([F:23])[F:22])[CH:16]=1.[Cl-].[NH4+]. The catalyst is O.[Fe]. The product is [Cl:13][C:6]1[CH:7]=[C:8]([CH:9]=[C:4]([Cl:3])[C:5]=1[S:14][C:15]1[CH:20]=[CH:19][CH:18]=[C:17]([C:21]([F:23])([F:22])[F:24])[CH:16]=1)[NH2:10]. The yield is 0.840. (4) The reactants are [CH:1]1([CH:7]([C:18]2[CH:22]=[C:21]([C:23]3[CH2:24][CH2:25][S:26][CH2:27][CH:28]=3)[S:20][C:19]=2[CH2:29][CH3:30])[O:8][C:9]2[CH:17]=[CH:16][C:12]([C:13](O)=[O:14])=[CH:11][CH:10]=2)[CH2:6][CH2:5][CH2:4][CH2:3][CH2:2]1.[CH3:31][NH:32][CH2:33][CH2:34][C:35]([O:37]CC)=[O:36]. No catalyst specified. The product is [CH:1]1([CH:7]([C:18]2[CH:22]=[C:21]([C:23]3[CH2:24][CH2:25][S:26][CH2:27][CH:28]=3)[S:20][C:19]=2[CH2:29][CH3:30])[O:8][C:9]2[CH:10]=[CH:11][C:12]([C:13]([N:32]([CH3:31])[CH2:33][CH2:34][C:35]([OH:37])=[O:36])=[O:14])=[CH:16][CH:17]=2)[CH2:6][CH2:5][CH2:4][CH2:3][CH2:2]1. The yield is 0.330. (5) The reactants are C([N:8]1[CH2:13][CH2:12][C@H:11]2[CH2:14][N:15]([C:17]([O:19][C:20]([CH3:23])([CH3:22])[CH3:21])=[O:18])[CH2:16][C@H:10]2[CH2:9]1)C1C=CC=CC=1. The catalyst is CO.[Pd]. The product is [CH2:14]1[C@H:11]2[C@H:10]([CH2:9][NH:8][CH2:13][CH2:12]2)[CH2:16][N:15]1[C:17]([O:19][C:20]([CH3:23])([CH3:22])[CH3:21])=[O:18]. The yield is 0.810.